Dataset: Experimentally validated miRNA-target interactions with 360,000+ pairs, plus equal number of negative samples. Task: Binary Classification. Given a miRNA mature sequence and a target amino acid sequence, predict their likelihood of interaction. (1) The protein sequence of the target gene is MLINKLWLLLVTLCLTEELAAAGEKSYGKPCGGQDCSGSCQCFPEKGARGRPGPIGIQGPTGPQGFTGSTGLSGLKGERGFPGLLGPYGPKGDKGPMGVPGFLGINGIPGHPGQPGPRGPPGLDGCNGTQGAVGFPGPDGYPGLLGPPGLPGQKGSKGDPVLAPGSFKGMKGDPGLPGLDGITGPQGAPGFPGAVGPAGPPGLQGPPGPPGPLGPDGNMGLGFQGEKGVKGDVGLPGPAGPPPSTGELEFMGFPKGKKGSKGEPGPKGFPGISGPPGFPGLGTTGEKGEKGEKGIPGLPG.... Result: 0 (no interaction). The miRNA is hsa-miR-4703-3p with sequence UGUAGUUGUAUUGUAUUGCCAC. (2) The miRNA is hsa-miR-181b-2-3p with sequence CUCACUGAUCAAUGAAUGCA. The protein sequence of the target gene is MAAPASRQVRRRARAAPRPRSAEDWWWDRLAPRGSGYHLLQSDSMLLVLSEPGPARPRAQRRASRRTPRQPPRGPSAAAKPKAGLRSEAAAAPAPAPAPTPTPEEGPDAGWGDRIPLEILVQIFGLLVAADGPMPFLGRAARVCRRWQEAASQPALWHTVTLSSPLVGRPAKGGVKAEKKLLASLEWLMPNRFSQLQRLTLIHWKSQVHPVLKLVGECCPRLTFLKLSGCHGVTADALVMLAKACCQLHSLDLQHSMVESTAVVSFLEEAGSRMRKLWLTYSSQTTAILGALLGSCCPQL.... Result: 0 (no interaction). (3) The miRNA is dme-miR-313-3p with sequence UAUUGCACUUUUCACAGCCCGA. The protein sequence of the target gene is MACCHKVMLLLDTAGGAARHSRVRRAALRLLTYLSCRFGLARVHWAFKFFDSQGARSRPSRVSDFRELGSRSWEDFEEELEARLEDRAHLPGPAPRATHTHGALMETLLDYQWDRPEITSPTKPILRSSGRRLLDVESEAKEAEAALGGLVNAVFLLAPCPHSQRELLQFVSGCEAQAQRLPPTPKQVMEKLLPKRVREVMVARKITFYWVDTTEWSKLWESPDHLGYWTVCELLHHGGGTVLPSESFSWDFAQAGEMLLRSGIKLSSEPHLSPWISMLPTDATLNRLLYNSPEYEASFP.... Result: 0 (no interaction). (4) The miRNA is hsa-miR-6841-5p with sequence UAGGGUACUCAGAGCAAGUUGU. The protein sequence of the target gene is MWIPTEHEKYGVVIASFRGTVPYGLSLEIGDTVQILEKCDGWYRGFALKNPNIKGIFPSSYVHLKNACVKNKGQFEMVIPTEDSVITEMTSTLRDWGTMWKQLYVRNEGDLFHRLWHIMNEILDLRRQVLVGHLTHDRMKDVKRHITARLDWGNEQLGLDLVPRKEYAMVDPEDISITELYRLMEHRHRKKDTPVQASSHHLFVQMKSLMCSNLGEELEVIFSLFDSKENRPISERFFLRLNRNGLPKAPDKPERHCSLFVDLGSSELRKDIYITVHIIRIGRMGAGEKKNACSVQYRRP.... Result: 0 (no interaction). (5) The miRNA is hsa-miR-363-3p with sequence AAUUGCACGGUAUCCAUCUGUA. The protein sequence of the target gene is MSDKMSSFLHIGDICSLYAEGSTNGFISTLGLVDDRCVVQPETGDLNNPPKKFRDCLFKLCPMNRYSAQKQFWKAAKPGANSTTDAVLLNKLHHAADLEKKQNETENRKLLGTVIQYGNVIQLLHLKSNKYLTVNKRLPALLEKNAMRVTLDEAGNEGSWFYIQPFYKLRSIGDSVVIGDKVVLNPVNAGQPLHASSHQLVDNPGCNEVNSVNCNTSWKIVLFMKWSDNKDDILKGGDVVRLFHAEQEKFLTCDEHRKKQHVFLRTTGRQSATSATSSKALWEVEVVQHDPCRGGAGYWN.... Result: 1 (interaction). (6) The miRNA is hsa-miR-6885-5p with sequence AGGGGGGCACUGCGCAAGCAAAGCC. The protein sequence of the target gene is MSVNMDELKHQVMINQFVLTAGCAADQAKQLLQAAHWQFETALSAFFQETNIPYSHHHHQMMCTPANTPATPPNFPDALTMFSRLKASESFHSGGSGSPMAATATSPPPHFPHAATSSSAASSWPTAASPPGGPQHHQPQPPLWTPTPPSPASDWPPLAPQQATSEPRAHPAMEAER. Result: 1 (interaction).